From a dataset of NCI-60 drug combinations with 297,098 pairs across 59 cell lines. Regression. Given two drug SMILES strings and cell line genomic features, predict the synergy score measuring deviation from expected non-interaction effect. (1) Drug 1: CCC(=C(C1=CC=CC=C1)C2=CC=C(C=C2)OCCN(C)C)C3=CC=CC=C3.C(C(=O)O)C(CC(=O)O)(C(=O)O)O. Drug 2: C1CNP(=O)(OC1)N(CCCl)CCCl. Cell line: K-562. Synergy scores: CSS=1.34, Synergy_ZIP=-1.54, Synergy_Bliss=-2.28, Synergy_Loewe=0.364, Synergy_HSA=-1.11. (2) Drug 1: CC1=C(C(=CC=C1)Cl)NC(=O)C2=CN=C(S2)NC3=CC(=NC(=N3)C)N4CCN(CC4)CCO. Drug 2: CCCCC(=O)OCC(=O)C1(CC(C2=C(C1)C(=C3C(=C2O)C(=O)C4=C(C3=O)C=CC=C4OC)O)OC5CC(C(C(O5)C)O)NC(=O)C(F)(F)F)O. Cell line: A498. Synergy scores: CSS=31.9, Synergy_ZIP=6.86, Synergy_Bliss=9.43, Synergy_Loewe=4.67, Synergy_HSA=6.89.